Task: Predict the product of the given reaction.. Dataset: Forward reaction prediction with 1.9M reactions from USPTO patents (1976-2016) (1) Given the reactants Cl[C:2]1[CH:3]=[C:4]([CH:9]=[C:10]([Cl:12])[N:11]=1)[C:5]([O:7][CH3:8])=[O:6].[C:13]1(C)C=CC=C[CH:14]=1.C([Sn](CCCC)(CCCC)C=C)CCC, predict the reaction product. The product is: [CH3:8][O:7][C:5](=[O:6])[C:4]1[CH:3]=[C:2]([CH:13]=[CH2:14])[N:11]=[C:10]([Cl:12])[CH:9]=1. (2) Given the reactants [OH-].[K+].[C:3](=[S:5])=S.[NH2:6][C:7]1[C:12]([N+:13]([O-:15])=[O:14])=[CH:11][CH:10]=[CH:9][C:8]=1[OH:16], predict the reaction product. The product is: [N+:13]([C:12]1[C:7]2[NH:6][C:3](=[S:5])[O:16][C:8]=2[CH:9]=[CH:10][CH:11]=1)([O-:15])=[O:14]. (3) The product is: [CH2:14]([O:13][C:11](=[O:12])[CH2:10][CH2:9][CH2:8][C:1]#[C:2][CH2:3][CH2:4][CH2:5][CH3:6])[CH3:15]. Given the reactants [CH:1]#[C:2][CH2:3][CH2:4][CH2:5][CH3:6].Br[CH2:8][CH2:9][CH2:10][C:11]([O:13][CH2:14][CH3:15])=[O:12].C(=O)([O-])[O-].[Cs+].[Cs+], predict the reaction product. (4) Given the reactants [N:1]1[C:6]2[O:7][C:8]3[CH:14]=[CH:13][CH:12]=[CH:11][C:9]=3[O:10][C:5]=2[CH:4]=[C:3]([C:15](OC)=[O:16])[N:2]=1.O1CCCC1CO.[BH4-].[Na+], predict the reaction product. The product is: [N:1]1[C:6]2[O:7][C:8]3[CH:14]=[CH:13][CH:12]=[CH:11][C:9]=3[O:10][C:5]=2[CH:4]=[C:3]([CH2:15][OH:16])[N:2]=1. (5) Given the reactants F[C:2]1[CH:3]=[C:4]2[C:13](=[CH:14][CH:15]=1)[C:12](=[O:16])[C:11]1[C:10]([OH:17])=[CH:9][C:8]([N:18]3[CH2:23][CH2:22][O:21][CH2:20][CH2:19]3)=[CH:7][C:6]=1[O:5]2.[N:24]1[CH:29]=[CH:28][CH:27]=[C:26]([CH2:30][OH:31])[CH:25]=1.C[Si]([N-][Si](C)(C)C)(C)C.[K+], predict the reaction product. The product is: [OH:17][C:10]1[C:11]2[C:12](=[O:16])[C:13]3[C:4](=[CH:3][C:2]([O:31][CH2:30][C:26]4[CH:25]=[N:24][CH:29]=[CH:28][CH:27]=4)=[CH:15][CH:14]=3)[O:5][C:6]=2[CH:7]=[C:8]([N:18]2[CH2:23][CH2:22][O:21][CH2:20][CH2:19]2)[CH:9]=1. (6) Given the reactants [H-].[Na+].[CH3:3][N:4]1[CH2:9][CH:8]=[C:7]([C:10]2[C:18]3[C:13](=[CH:14][CH:15]=[C:16]([N+:19]([O-:21])=[O:20])[CH:17]=3)[NH:12][CH:11]=2)[CH2:6][CH2:5]1.[CH:22]1([S:28](Cl)(=[O:30])=[O:29])[CH2:27][CH2:26][CH2:25][CH2:24][CH2:23]1.O, predict the reaction product. The product is: [CH:22]1([S:28]([N:12]2[C:13]3[C:18](=[CH:17][C:16]([N+:19]([O-:21])=[O:20])=[CH:15][CH:14]=3)[C:10]([C:7]3[CH2:6][CH2:5][N:4]([CH3:3])[CH2:9][CH:8]=3)=[CH:11]2)(=[O:30])=[O:29])[CH2:27][CH2:26][CH2:25][CH2:24][CH2:23]1. (7) Given the reactants [F:1][C:2]1[CH:23]=[CH:22][CH:21]=[C:20]([F:24])[C:3]=1[CH2:4][O:5][C:6]1[C:7]2[N:8]([C:13]([C:17](O)=[O:18])=[C:14]([CH3:16])[N:15]=2)[CH:9]=[C:10]([CH3:12])[CH:11]=1.CN(C(ON1N=NC2C=CC=NC1=2)=[N+](C)C)C.F[P-](F)(F)(F)(F)F.C(N(CC)C(C)C)(C)C.Cl.Cl.[NH2:60][CH:61]([CH2:64][NH2:65])[C:62]#[N:63], predict the reaction product. The product is: [NH2:60][CH:61]([C:62]#[N:63])[CH2:64][NH:65][C:17]([C:13]1[N:8]2[CH:9]=[C:10]([CH3:12])[CH:11]=[C:6]([O:5][CH2:4][C:3]3[C:20]([F:24])=[CH:21][CH:22]=[CH:23][C:2]=3[F:1])[C:7]2=[N:15][C:14]=1[CH3:16])=[O:18]. (8) Given the reactants [C:1]([C:4]1[C:9](=[O:10])[C:8]([O:11][CH3:12])=[CH:7][N:6]([C:13]2[CH:18]=[CH:17][CH:16]=[C:15]([Br:19])[C:14]=2[F:20])[N:5]=1)(=O)[CH3:2].[CH3:21]C(O)=O.[C:25]1([NH:31][NH2:32])[CH:30]=[CH:29][CH:28]=[CH:27][CH:26]=1, predict the reaction product. The product is: [Br:19][C:15]1[C:14]([F:20])=[C:13]([N:6]2[CH:7]=[C:8]([O:11][CH3:12])[C:9](=[O:10])[C:4]([C:1]3[N:31]([C:25]4[CH:30]=[CH:29][CH:28]=[CH:27][CH:26]=4)[N:32]=[CH:21][CH:2]=3)=[N:5]2)[CH:18]=[CH:17][CH:16]=1.